From a dataset of Full USPTO retrosynthesis dataset with 1.9M reactions from patents (1976-2016). Predict the reactants needed to synthesize the given product. (1) Given the product [CH:19]([N:15]1[CH2:16][CH2:17][C@@H:13]([N:2]([CH3:1])[C:3](=[O:12])[O:4][CH2:5][C:6]2[CH:11]=[CH:10][CH:9]=[CH:8][CH:7]=2)[CH2:14]1)([CH3:21])[CH3:18], predict the reactants needed to synthesize it. The reactants are: [CH3:1][N:2]([C@@H:13]1[CH2:17][CH2:16][NH:15][CH2:14]1)[C:3](=[O:12])[O:4][CH2:5][C:6]1[CH:11]=[CH:10][CH:9]=[CH:8][CH:7]=1.[CH3:18][C:19]([CH3:21])=O. (2) Given the product [Cl:1][C:2]1[N:3]=[C:4]([NH:22][S:19]([CH3:18])(=[O:21])=[O:20])[CH:5]=[C:6]([C:8]2[C:16]3[C:11](=[N:12][CH:13]=[CH:14][CH:15]=3)[NH:10][CH:9]=2)[CH:7]=1, predict the reactants needed to synthesize it. The reactants are: [Cl:1][C:2]1[CH:7]=[C:6]([C:8]2[C:16]3[C:11](=[N:12][CH:13]=[CH:14][CH:15]=3)[NH:10][CH:9]=2)[CH:5]=[C:4](Cl)[N:3]=1.[CH3:18][S:19]([NH2:22])(=[O:21])=[O:20].C(=O)([O-])[O-].[Cs+].[Cs+].CC1(C)C2C(=C(P(C3C=CC=CC=3)C3C=CC=CC=3)C=CC=2)OC2C(P(C3C=CC=CC=3)C3C=CC=CC=3)=CC=CC1=2.[OH-].[Na+].